From a dataset of Full USPTO retrosynthesis dataset with 1.9M reactions from patents (1976-2016). Predict the reactants needed to synthesize the given product. (1) Given the product [Cl:8][C:6]1[CH:5]=[CH:4][C:3]([S:9][CH2:11][C:12]2[N:17]=[CH:16][CH:15]=[CH:14][N:13]=2)=[C:2]([CH:7]=1)[NH2:1], predict the reactants needed to synthesize it. The reactants are: [NH2:1][C:2]1[CH:7]=[C:6]([Cl:8])[CH:5]=[CH:4][C:3]=1[SH:9].Cl[CH2:11][C:12]1[N:17]=[CH:16][CH:15]=[CH:14][N:13]=1.C([O-])([O-])=O.[K+].[K+]. (2) The reactants are: [CH3:1][C:2]1([CH3:20])[CH2:6][C:5]2[C:7]([CH3:19])=[C:8]([N:13]3[CH2:18][CH2:17][NH:16][CH2:15][CH2:14]3)[C:9]([CH3:12])=[C:10]([CH3:11])[C:4]=2[O:3]1.Br[C:22]1[CH:23]=[CH:24][C:25]([O:28][CH3:29])=[N:26][CH:27]=1. Given the product [CH3:29][O:28][C:25]1[N:26]=[CH:27][C:22]([N:16]2[CH2:15][CH2:14][N:13]([C:8]3[C:9]([CH3:12])=[C:10]([CH3:11])[C:4]4[O:3][C:2]([CH3:20])([CH3:1])[CH2:6][C:5]=4[C:7]=3[CH3:19])[CH2:18][CH2:17]2)=[CH:23][CH:24]=1, predict the reactants needed to synthesize it.